From a dataset of Forward reaction prediction with 1.9M reactions from USPTO patents (1976-2016). Predict the product of the given reaction. (1) Given the reactants [C:1]([CH2:4][CH2:5][CH2:6][N:7]([CH3:63])[C@H:8]([C:12]([NH:14][C@H:15]([C:19]([N:21]([C@@H:23]([C@@H:59]([CH3:62])[CH2:60][CH3:61])[C@H:24]([O:57][CH3:58])[CH2:25][C:26]([N:28]1[CH2:32][CH2:31][CH2:30][C@H:29]1[C@H:33]([O:55][CH3:56])[C@@H:34]([CH3:54])[C:35]([NH:37][C@@H:38]([CH2:47][C:48]1[CH:53]=[CH:52][CH:51]=[CH:50][CH:49]=1)[C:39]([N:41]1[CH2:46][CH2:45][O:44][CH2:43][CH2:42]1)=[O:40])=[O:36])=[O:27])[CH3:22])=[O:20])[CH:16]([CH3:18])[CH3:17])=[O:13])[CH:9]([CH3:11])[CH3:10])(O)=[O:2].[O:64]=[C:65]1[CH:69]=[CH:68][C:67](=[O:70])[N:66]1[CH2:71][CH2:72][CH2:73][CH2:74][CH2:75][C:76]([NH:78][NH2:79])=[O:77], predict the reaction product. The product is: [O:70]=[C:67]1[CH:68]=[CH:69][C:65](=[O:64])[N:66]1[CH2:71][CH2:72][CH2:73][CH2:74][CH2:75][C:76]([NH:78][NH:79][C:1](=[O:2])[CH2:4][CH2:5][CH2:6][N:7]([CH3:63])[C@H:8]([C:12]([NH:14][C@H:15]([C:19]([N:21]([C@@H:23]([C@@H:59]([CH3:62])[CH2:60][CH3:61])[C@H:24]([O:57][CH3:58])[CH2:25][C:26]([N:28]1[CH2:32][CH2:31][CH2:30][C@H:29]1[C@H:33]([O:55][CH3:56])[C@@H:34]([CH3:54])[C:35]([NH:37][C@@H:38]([CH2:47][C:48]1[CH:53]=[CH:52][CH:51]=[CH:50][CH:49]=1)[C:39]([N:41]1[CH2:42][CH2:43][O:44][CH2:45][CH2:46]1)=[O:40])=[O:36])=[O:27])[CH3:22])=[O:20])[CH:16]([CH3:17])[CH3:18])=[O:13])[CH:9]([CH3:10])[CH3:11])=[O:77]. (2) Given the reactants C([N:8](CC1C=CC=CC=1)[C:9]1[N:17]=[CH:16][N:15]=[C:14]2[C:10]=1[N:11]([C:34]1[N:39]=[CH:38][C:37]([O:40][C:41]3[CH:46]=[CH:45][CH:44]=[CH:43][CH:42]=3)=[CH:36][N:35]=1)[C:12](=[O:33])[N:13]2[C:18]1[CH:19]=[C:20]([N:24]([CH3:32])[C:25](=[O:31])[O:26][C:27]([CH3:30])([CH3:29])[CH3:28])[CH:21]=[CH:22][CH:23]=1)C1C=CC=CC=1.O=[N+]([O-])[O-].[O-][N+](=O)[O-].[O-][N+](=O)[O-].[O-][N+](=O)[O-].[O-][N+](=O)[O-].[O-][N+](=O)[O-].[Ce+4].[NH4+].[NH4+], predict the reaction product. The product is: [NH2:8][C:9]1[N:17]=[CH:16][N:15]=[C:14]2[C:10]=1[N:11]([C:34]1[N:39]=[CH:38][C:37]([O:40][C:41]3[CH:42]=[CH:43][CH:44]=[CH:45][CH:46]=3)=[CH:36][N:35]=1)[C:12](=[O:33])[N:13]2[C:18]1[CH:19]=[C:20]([N:24]([CH3:32])[C:25](=[O:31])[O:26][C:27]([CH3:29])([CH3:30])[CH3:28])[CH:21]=[CH:22][CH:23]=1. (3) Given the reactants [F:1][C:2]1[CH:13]=[C:12]([O:14][CH2:15][C:16]2[CH:21]=[CH:20][CH:19]=[CH:18][CH:17]=2)[C:5]2[O:6]C(C)(C)[O:8][CH2:9][C:4]=2[CH:3]=1.Cl, predict the reaction product. The product is: [F:1][C:2]1[CH:13]=[C:12]([O:14][CH2:15][C:16]2[CH:21]=[CH:20][CH:19]=[CH:18][CH:17]=2)[C:5]([OH:6])=[C:4]([CH2:9][OH:8])[CH:3]=1. (4) The product is: [Br:12][C:9]1[C:8]([OH:11])=[CH:7][CH:6]=[C:5]([C:2]([CH3:1])([CH3:3])[CH3:4])[N:10]=1. Given the reactants [CH3:1][C:2]([C:5]1[N:10]=[CH:9][C:8]([OH:11])=[CH:7][CH:6]=1)([CH3:4])[CH3:3].[Br:12]Br, predict the reaction product. (5) Given the reactants [Cl:1][C:2]1[CH:3]=[CH:4][C:5]2[N:6]([CH:8]=[C:9]([CH2:11][C:12]([OH:14])=[O:13])[N:10]=2)[CH:7]=1.[F:15][C:16]1[CH:21]=[CH:20][C:19]([C:22](=O)[CH3:23])=[C:18](O)[CH:17]=1.Cl.CN(C)CCCN=C=NCC.C(N(CC)CC)C, predict the reaction product. The product is: [Cl:1][C:2]1[CH:3]=[CH:4][C:5]2[N:6]([CH:8]=[C:9]([C:11]3[C:12](=[O:14])[O:13][C:18]4[C:19]([C:22]=3[CH3:23])=[CH:20][CH:21]=[C:16]([F:15])[CH:17]=4)[N:10]=2)[CH:7]=1. (6) Given the reactants CC1(C)C2C=CC=C(P(C3C=CC=CC=3)C3C=CC=CC=3)C=2OC2C1=CC=CC=2P(C1C=CC=CC=1)C1C=CC=CC=1.C(=O)([O-])[O-].[Cs+].[Cs+].[C:49]1([S:55]([N:58]2[CH2:62][C@@H:61]([C:63]([N:65]3[CH2:70][CH2:69][N:68]([C:71]4[CH:76]=[C:75]([CH3:77])[CH:74]=[CH:73][C:72]=4[CH3:78])[CH2:67][CH2:66]3)=[O:64])[NH:60][C:59]2=[O:79])(=[O:57])=[O:56])[CH:54]=[CH:53][CH:52]=[CH:51][CH:50]=1.Br[C:81]1[CH:86]=[CH:85][CH:84]=[CH:83][N:82]=1.C([O-])(O)=O.[Na+], predict the reaction product. The product is: [C:49]1([S:55]([N:58]2[CH2:62][C@@H:61]([C:63]([N:65]3[CH2:66][CH2:67][N:68]([C:71]4[CH:76]=[C:75]([CH3:77])[CH:74]=[CH:73][C:72]=4[CH3:78])[CH2:69][CH2:70]3)=[O:64])[N:60]([C:81]3[CH:86]=[CH:85][CH:84]=[CH:83][N:82]=3)[C:59]2=[O:79])(=[O:57])=[O:56])[CH:54]=[CH:53][CH:52]=[CH:51][CH:50]=1. (7) Given the reactants [CH3:1][O:2][C:3]1[C:8]2[O:9][C:10]3[CH:15]=[CH:14][CH:13]=[CH:12][C:11]=3[C:7]=2[CH:6]=[CH:5][CH:4]=1.Cl[CH:17]([O:19]C)Cl, predict the reaction product. The product is: [CH3:1][O:2][C:3]1[C:8]2[O:9][C:10]3[CH:15]=[CH:14][CH:13]=[CH:12][C:11]=3[C:7]=2[C:6]([CH:17]=[O:19])=[CH:5][CH:4]=1.